From a dataset of Reaction yield outcomes from USPTO patents with 853,638 reactions. Predict the reaction yield, written as a fraction of the theoretical maximum amount of product (1.0 means a 100% yield; for example, 0.34 means a 34% yield). The reactants are [Cl:1][C:2]1[CH:3]=[C:4]([CH2:9][CH2:10][C:11]([CH:13]2[CH2:17][CH2:16][CH2:15][CH2:14]2)=[O:12])[CH:5]=[CH:6][C:7]=1[OH:8].Cl[C:19]([F:25])([F:24])C(OC)=O.C([O-])([O-])=O.[K+].[K+].O. The catalyst is CN(C=O)C. The product is [Cl:1][C:2]1[CH:3]=[C:4]([CH2:9][CH2:10][C:11]([CH:13]2[CH2:17][CH2:16][CH2:15][CH2:14]2)=[O:12])[CH:5]=[CH:6][C:7]=1[O:8][CH:19]([F:25])[F:24]. The yield is 0.720.